Dataset: Catalyst prediction with 721,799 reactions and 888 catalyst types from USPTO. Task: Predict which catalyst facilitates the given reaction. (1) Reactant: [Cl:1][CH2:2][C:3]([NH:5][C:6]1[CH:11]=[C:10]([O:12]C)[CH:9]=[CH:8][C:7]=1[O:14]C)=[O:4].B(Br)(Br)Br.O. Product: [Cl:1][CH2:2][C:3]([NH:5][C:6]1[CH:11]=[C:10]([OH:12])[CH:9]=[CH:8][C:7]=1[OH:14])=[O:4]. The catalyst class is: 4. (2) Reactant: [CH3:1][S:2]([NH:5][C:6]1[CH:7]=[C:8]2[C:12](=[CH:13][CH:14]=1)[C:11](=[O:15])[N:10]([CH2:16][C:17]([O:19][C:20]([CH3:23])([CH3:22])[CH3:21])=[O:18])[C:9]2=[O:24])(=[O:4])=[O:3].C([O-])([O-])=O.[K+].[K+].Br[CH2:32][CH2:33][OH:34]. Product: [OH:34][CH2:33][CH2:32][N:5]([C:6]1[CH:7]=[C:8]2[C:12](=[CH:13][CH:14]=1)[C:11](=[O:15])[N:10]([CH2:16][C:17]([O:19][C:20]([CH3:21])([CH3:23])[CH3:22])=[O:18])[C:9]2=[O:24])[S:2]([CH3:1])(=[O:3])=[O:4]. The catalyst class is: 10. (3) Reactant: Cl.[CH2:2]=[C:3]1[CH2:7][NH:6][C@H:5]([C:8]([OH:10])=[O:9])[CH2:4]1.[Br:11][C:12]1[CH:17]=[C:16]([F:18])[CH:15]=[CH:14][C:13]=1[C@H:19]1[C:24]([C:25]([O:27][CH2:28][CH3:29])=[O:26])=[C:23]([CH2:30]Br)[NH:22][C:21]([C:32]2[S:33][CH:34]=[CH:35][N:36]=2)=[N:20]1.C(=O)([O-])[O-].[K+].[K+]. Product: [Br:11][C:12]1[CH:17]=[C:16]([F:18])[CH:15]=[CH:14][C:13]=1[C@@H:19]1[N:20]=[C:21]([C:32]2[S:33][CH:34]=[CH:35][N:36]=2)[NH:22][C:23]([CH2:30][N:6]2[CH2:7][C:3](=[CH2:2])[CH2:4][C@H:5]2[C:8]([OH:10])=[O:9])=[C:24]1[C:25]([O:27][CH2:28][CH3:29])=[O:26]. The catalyst class is: 8. (4) Reactant: C([O-])([O-])=O.[K+].[K+].[CH:7]12[CH2:13][CH:10]([CH2:11][CH2:12]1)[CH2:9][CH:8]2[CH2:14][NH:15][C:16](=[O:24])[C:17]1[CH:22]=[CH:21][CH:20]=[N:19][C:18]=1[SH:23].Br[CH2:26][CH2:27][CH2:28][C:29]1[CH:34]=[CH:33][C:32]([F:35])=[CH:31][CH:30]=1.CCCCCC.CC(=O)OCC. Product: [CH:10]12[CH2:13][CH:7]([CH:8]([CH2:14][NH:15][C:16]([C:17]3[C:18]([S:23][CH2:26][CH2:27][CH2:28][C:29]4[CH:34]=[CH:33][C:32]([F:35])=[CH:31][CH:30]=4)=[N:19][CH:20]=[CH:21][CH:22]=3)=[O:24])[CH2:9]1)[CH2:12][CH2:11]2. The catalyst class is: 3. (5) Reactant: O[CH:2]([C:13]1[CH:22]=[CH:21][C:20]2[C:15](=[CH:16][CH:17]=[C:18]([O:23][CH3:24])[CH:19]=2)[CH:14]=1)[C:3]1[CH:12]=[CH:11][C:6]([C:7]([O:9][CH3:10])=[O:8])=[CH:5][CH:4]=1.C(O)(C(F)(F)F)=O.C([SiH](CC)CC)C. The catalyst class is: 22. Product: [CH3:24][O:23][C:18]1[CH:19]=[C:20]2[C:15](=[CH:16][CH:17]=1)[CH:14]=[C:13]([CH2:2][C:3]1[CH:12]=[CH:11][C:6]([C:7]([O:9][CH3:10])=[O:8])=[CH:5][CH:4]=1)[CH:22]=[CH:21]2. (6) Reactant: C[O:2][C:3](=[O:44])[C:4]1[CH:9]=[C:8]([O:10][C:11]2[CH:16]=[CH:15][C:14]([NH:17][S:18]([C:21]3[CH:26]=[CH:25][C:24]([CH3:27])=[CH:23][CH:22]=3)(=[O:20])=[O:19])=[C:13]([O:28][CH2:29][CH:30]([CH3:32])[CH3:31])[CH:12]=2)[CH:7]=[CH:6][C:5]=1[NH:33][S:34]([C:37]1[CH:42]=[CH:41][C:40]([CH3:43])=[CH:39][CH:38]=1)(=[O:36])=[O:35].[Li+].[OH-].O.Cl. Product: [CH2:29]([O:28][C:13]1[CH:12]=[C:11]([CH:16]=[CH:15][C:14]=1[NH:17][S:18]([C:21]1[CH:26]=[CH:25][C:24]([CH3:27])=[CH:23][CH:22]=1)(=[O:20])=[O:19])[O:10][C:8]1[CH:7]=[CH:6][C:5]([NH:33][S:34]([C:37]2[CH:42]=[CH:41][C:40]([CH3:43])=[CH:39][CH:38]=2)(=[O:35])=[O:36])=[C:4]([CH:9]=1)[C:3]([OH:44])=[O:2])[CH:30]([CH3:32])[CH3:31]. The catalyst class is: 1. (7) Reactant: O[C@H:2]1[CH2:12][C@@:11]2([CH3:14])[O:13][C@@:3]31[C@@H:15]1[C@@H:7]([N:8]([C:17]4[CH:24]=[CH:23][C:20]([C:21]#[N:22])=[C:19]([C:25]([F:28])([F:27])[F:26])[CH:18]=4)[C:9](=[O:16])[C@H:10]21)[O:6][CH2:5][CH2:4]3.Cl.[NH2:30][N:31]1[CH2:36][CH2:35][O:34][CH2:33][CH2:32]1. Product: [CH3:14][C@:11]12[O:13][C@:3]3([C@@H:15]4[C@@H:7]([N:8]([C:17]5[CH:24]=[CH:23][C:20]([C:21]#[N:22])=[C:19]([C:25]([F:26])([F:28])[F:27])[CH:18]=5)[C:9](=[O:16])[C@H:10]14)[O:6][CH2:5][CH2:4]3)/[C:2](=[N:30]/[N:31]1[CH2:36][CH2:35][O:34][CH2:33][CH2:32]1)/[CH2:12]2. The catalyst class is: 436.